This data is from Forward reaction prediction with 1.9M reactions from USPTO patents (1976-2016). The task is: Predict the product of the given reaction. (1) Given the reactants O[CH:2](O)[CH2:3][N:4]1[CH:9]=[CH:8][C:7]2[O:10][C:11]([CH3:13])=[CH:12][C:6]=2[C:5]1=[O:14].[C:16]1([NH2:23])[CH:21]=[CH:20][CH:19]=[CH:18][C:17]=1[NH2:22].O, predict the reaction product. The product is: [NH:22]1[C:17]2[CH:18]=[CH:19][CH:20]=[CH:21][C:16]=2[N:23]=[C:2]1[CH2:3][N:4]1[CH:9]=[CH:8][C:7]2[O:10][C:11]([CH3:13])=[CH:12][C:6]=2[C:5]1=[O:14]. (2) Given the reactants [C:1]1([S:7]([N:10]2[CH2:14][CH:13]([C:15]3[CH:20]=[CH:19][CH:18]=[C:17](Br)[CH:16]=3)[N:12]([CH:22]([CH3:24])[CH3:23])[C:11]2=[O:25])(=[O:9])=[O:8])[CH:6]=[CH:5][CH:4]=[CH:3][CH:2]=1.[F:26][C:27]1[CH:32]=[CH:31][C:30]([F:33])=[CH:29][C:28]=1B(O)O.C(=O)([O-])[O-].[Na+].[Na+], predict the reaction product. The product is: [C:1]1([S:7]([N:10]2[CH2:14][CH:13]([C:15]3[CH:16]=[C:17]([C:31]4[CH:32]=[C:27]([F:26])[CH:28]=[CH:29][C:30]=4[F:33])[CH:18]=[CH:19][CH:20]=3)[N:12]([CH:22]([CH3:24])[CH3:23])[C:11]2=[O:25])(=[O:9])=[O:8])[CH:6]=[CH:5][CH:4]=[CH:3][CH:2]=1. (3) Given the reactants [I-].[Br:2][C:3]1[CH:4]=[C:5]2[C:9](=[CH:10][CH:11]=1)[N+:8]([CH2:12][CH2:13][CH2:14][CH2:15][CH2:16][CH2:17][CH2:18][CH2:19][CH2:20][CH2:21][CH2:22][CH2:23][CH2:24][CH2:25][CH2:26][CH3:27])=[C:7]([CH3:28])[C:6]2([CH3:30])[CH3:29], predict the reaction product. The product is: [Br:2][C:3]1[CH:4]=[C:5]2[C:9](=[CH:10][CH:11]=1)[N:8]([CH2:12][CH2:13][CH2:14][CH2:15][CH2:16][CH2:17][CH2:18][CH2:19][CH2:20][CH2:21][CH2:22][CH2:23][CH2:24][CH2:25][CH2:26][CH3:27])[C:7](=[CH2:28])[C:6]2([CH3:29])[CH3:30]. (4) Given the reactants [Cl:1][C:2]1[CH:7]=[CH:6][C:5]([NH:8][C:9](=[O:12])[CH2:10][CH3:11])=[CH:4][C:3]=1[C:13]1[O:14][C:15]2[CH:21]=[CH:20][C:19]([CH3:22])=[CH:18][C:16]=2[N:17]=1.[H-].[Na+].I[CH3:26].[Cl-].[NH4+], predict the reaction product. The product is: [Cl:1][C:2]1[CH:7]=[CH:6][C:5]([N:8]([CH3:26])[C:9](=[O:12])[CH2:10][CH3:11])=[CH:4][C:3]=1[C:13]1[O:14][C:15]2[CH:21]=[CH:20][C:19]([CH3:22])=[CH:18][C:16]=2[N:17]=1. (5) Given the reactants [C:1]([OH:10])(=[O:9])[CH:2]([CH:4]([C:6]([OH:8])=[O:7])[OH:5])[OH:3].[N:11]1[CH:16]=[CH:15][CH:14]=[C:13]([CH2:17][C@H:18]2[C@H:23]([NH:24][C:25]([C:27]3[O:28][C:29]4[CH:35]=[CH:34][CH:33]=[CH:32][C:30]=4[CH:31]=3)=[O:26])[CH:22]3[CH2:36][CH2:37][N:19]2[CH2:20][CH2:21]3)[CH:12]=1.C(OCC)(=O)C, predict the reaction product. The product is: [C:6]([C@H:4]([C@@H:2]([C:1]([OH:10])=[O:9])[OH:3])[OH:5])([OH:8])=[O:7].[N:11]1[CH:16]=[CH:15][CH:14]=[C:13]([CH2:17][C@H:18]2[C@H:23]([NH:24][C:25]([C:27]3[O:28][C:29]4[CH:35]=[CH:34][CH:33]=[CH:32][C:30]=4[CH:31]=3)=[O:26])[CH:22]3[CH2:36][CH2:37][N:19]2[CH2:20][CH2:21]3)[CH:12]=1.